From a dataset of Forward reaction prediction with 1.9M reactions from USPTO patents (1976-2016). Predict the product of the given reaction. (1) Given the reactants [OH:1][C:2]1[C:3]([C:8]([O:10][CH2:11][CH3:12])=[O:9])=[N:4][CH:5]=[CH:6][CH:7]=1.[F:13][C:14]([F:27])([F:26])[S:15](O[S:15]([C:14]([F:27])([F:26])[F:13])(=[O:17])=[O:16])(=[O:17])=[O:16].O, predict the reaction product. The product is: [F:13][C:14]([F:27])([F:26])[S:15]([O:1][C:2]1[C:3]([C:8]([O:10][CH2:11][CH3:12])=[O:9])=[N:4][CH:5]=[CH:6][CH:7]=1)(=[O:17])=[O:16]. (2) The product is: [Br:1][C:2]1[CH:3]=[CH:4][C:5](/[CH:6]=[CH:7]/[C:8]([O:10][CH3:17])=[O:9])=[CH:11][CH:12]=1. Given the reactants [Br:1][C:2]1[CH:12]=[CH:11][C:5]([CH:6]=[CH:7][C:8]([OH:10])=[O:9])=[CH:4][CH:3]=1.S(Cl)(Cl)=O.[CH3:17]O, predict the reaction product. (3) Given the reactants [CH3:1][C:2]1[N:7]=[CH:6][C:5]([C:8]([N:10]2[CH2:15][CH2:14][NH:13][CH2:12][CH2:11]2)=[O:9])=[CH:4][CH:3]=1.[F:16][C:17]([F:30])([F:29])[O:18][C:19]1[CH:24]=[CH:23][C:22]([S:25](Cl)(=[O:27])=[O:26])=[CH:21][CH:20]=1.CCN(C(C)C)C(C)C, predict the reaction product. The product is: [CH3:1][C:2]1[N:7]=[CH:6][C:5]([C:8]([N:10]2[CH2:15][CH2:14][N:13]([S:25]([C:22]3[CH:21]=[CH:20][C:19]([O:18][C:17]([F:16])([F:29])[F:30])=[CH:24][CH:23]=3)(=[O:27])=[O:26])[CH2:12][CH2:11]2)=[O:9])=[CH:4][CH:3]=1.